Dataset: Reaction yield outcomes from USPTO patents with 853,638 reactions. Task: Predict the reaction yield, written as a fraction of the theoretical maximum amount of product (1.0 means a 100% yield; for example, 0.34 means a 34% yield). The reactants are [C:1]12([C:11]3[CH:16]=[C:15]([Br:17])[C:14]([CH3:18])=[CH:13][C:12]=3[OH:19])[CH2:10][CH:5]3[CH2:6][CH:7]([CH2:9][CH:3]([CH2:4]3)[CH2:2]1)[CH2:8]2.[CH2:20](Br)[C:21]1[CH:26]=[CH:25][CH:24]=[CH:23][CH:22]=1.C([O-])([O-])=O.[K+].[K+]. The catalyst is CC(C)=O. The product is [C:1]12([C:11]3[C:12]([O:19][CH2:20][C:21]4[CH:26]=[CH:25][CH:24]=[CH:23][CH:22]=4)=[CH:13][C:14]([CH3:18])=[C:15]([Br:17])[CH:16]=3)[CH2:2][CH:3]3[CH2:9][CH:7]([CH2:6][CH:5]([CH2:4]3)[CH2:10]1)[CH2:8]2. The yield is 0.800.